Regression. Given two drug SMILES strings and cell line genomic features, predict the synergy score measuring deviation from expected non-interaction effect. From a dataset of NCI-60 drug combinations with 297,098 pairs across 59 cell lines. (1) Drug 1: COC1=C(C=C2C(=C1)N=CN=C2NC3=CC(=C(C=C3)F)Cl)OCCCN4CCOCC4. Drug 2: CCN(CC)CCNC(=O)C1=C(NC(=C1C)C=C2C3=C(C=CC(=C3)F)NC2=O)C. Cell line: UO-31. Synergy scores: CSS=26.4, Synergy_ZIP=-11.2, Synergy_Bliss=-3.71, Synergy_Loewe=-1.91, Synergy_HSA=-1.45. (2) Drug 1: C1CCC(C(C1)N)N.C(=O)(C(=O)[O-])[O-].[Pt+4]. Drug 2: C1C(C(OC1N2C=NC3=C2NC=NCC3O)CO)O. Cell line: HL-60(TB). Synergy scores: CSS=41.0, Synergy_ZIP=-2.67, Synergy_Bliss=-6.01, Synergy_Loewe=-17.6, Synergy_HSA=-7.73. (3) Drug 1: CC1=C(N=C(N=C1N)C(CC(=O)N)NCC(C(=O)N)N)C(=O)NC(C(C2=CN=CN2)OC3C(C(C(C(O3)CO)O)O)OC4C(C(C(C(O4)CO)O)OC(=O)N)O)C(=O)NC(C)C(C(C)C(=O)NC(C(C)O)C(=O)NCCC5=NC(=CS5)C6=NC(=CS6)C(=O)NCCC[S+](C)C)O. Drug 2: CC1C(C(CC(O1)OC2CC(CC3=C2C(=C4C(=C3O)C(=O)C5=CC=CC=C5C4=O)O)(C(=O)C)O)N)O. Cell line: A498. Synergy scores: CSS=71.6, Synergy_ZIP=-6.33, Synergy_Bliss=-3.43, Synergy_Loewe=-3.19, Synergy_HSA=1.57. (4) Drug 1: C1=CC(=CC=C1C#N)C(C2=CC=C(C=C2)C#N)N3C=NC=N3. Drug 2: C(CN)CNCCSP(=O)(O)O. Cell line: IGROV1. Synergy scores: CSS=-0.870, Synergy_ZIP=0.722, Synergy_Bliss=-0.423, Synergy_Loewe=-1.59, Synergy_HSA=-1.81. (5) Drug 1: C1CN1C2=NC(=NC(=N2)N3CC3)N4CC4. Drug 2: CCN(CC)CCCC(C)NC1=C2C=C(C=CC2=NC3=C1C=CC(=C3)Cl)OC. Cell line: SK-MEL-5. Synergy scores: CSS=41.6, Synergy_ZIP=-1.64, Synergy_Bliss=-2.69, Synergy_Loewe=-13.3, Synergy_HSA=-2.29.